The task is: Predict the reactants needed to synthesize the given product.. This data is from Full USPTO retrosynthesis dataset with 1.9M reactions from patents (1976-2016). (1) Given the product [F:25][C:2]([F:1])([F:24])[C:3]1[CH:8]=[CH:7][C:6]([C:9]2[N:13]=[C:12]([C:14]3[CH:23]=[CH:22][C:17]([C:18]([OH:20])=[O:19])=[CH:16][CH:15]=3)[O:11][N:10]=2)=[CH:5][CH:4]=1, predict the reactants needed to synthesize it. The reactants are: [F:1][C:2]([F:25])([F:24])[C:3]1[CH:8]=[CH:7][C:6]([C:9]2[N:13]=[C:12]([C:14]3[CH:23]=[CH:22][C:17]([C:18]([O:20]C)=[O:19])=[CH:16][CH:15]=3)[O:11][N:10]=2)=[CH:5][CH:4]=1.[OH-].[Na+].O1CCCC1.Cl. (2) Given the product [F:14][C:2]([F:1])([F:13])[C:3]([N:5]([C:6]1[CH:11]=[CH:10][C:9]([I:12])=[CH:8][CH:7]=1)[CH3:17])=[O:4], predict the reactants needed to synthesize it. The reactants are: [F:1][C:2]([F:14])([F:13])[C:3]([NH:5][C:6]1[CH:11]=[CH:10][C:9]([I:12])=[CH:8][CH:7]=1)=[O:4].CI.[C:17]([O-])([O-])=O.[K+].[K+]. (3) The reactants are: [N:1]1[CH:6]=[CH:5][C:4]([CH:7]2[CH2:13][CH:12]3[N:14](C(OC(C)(C)C)=O)[CH:9]([CH2:10][CH2:11]3)[CH2:8]2)=[CH:3][CH:2]=1.[ClH:22]. Given the product [ClH:22].[ClH:22].[N:1]1[CH:6]=[CH:5][C:4]([CH:7]2[CH2:13][CH:12]3[NH:14][CH:9]([CH2:10][CH2:11]3)[CH2:8]2)=[CH:3][CH:2]=1, predict the reactants needed to synthesize it. (4) The reactants are: [CH2:1]([C:4]1([S:7]([NH:10][C:11]2[C:16]([NH:17][C:18]3[CH:23]=[CH:22][C:21]([I:24])=[CH:20][C:19]=3[F:25])=[C:15]([CH3:26])[C:14](=[O:27])[N:13]([CH3:28])[CH:12]=2)(=[O:9])=[O:8])[CH2:6][CH2:5]1)[CH:2]=C.I([O-])(=O)(=O)=[O:30].[Na+].N1C(C)=CC=CC=1C. Given the product [F:25][C:19]1[CH:20]=[C:21]([I:24])[CH:22]=[CH:23][C:18]=1[NH:17][C:16]1[C:11]([NH:10][S:7]([C:4]2([CH2:1][CH:2]=[O:30])[CH2:5][CH2:6]2)(=[O:9])=[O:8])=[CH:12][N:13]([CH3:28])[C:14](=[O:27])[C:15]=1[CH3:26], predict the reactants needed to synthesize it. (5) Given the product [CH3:31][N:2]([CH3:1])[S:3]([N:6]1[C:10]([CH2:11][C:13]2[CH:22]=[CH:21][C:16]3[O:17][CH2:18][CH2:19][O:20][C:15]=3[CH:14]=2)=[C:9]([CH3:23])[N:8]=[CH:7]1)(=[O:4])=[O:5], predict the reactants needed to synthesize it. The reactants are: [CH3:1][N:2]([CH3:31])[S:3]([N:6]1[C:10]([CH:11]([C:13]2[CH:22]=[CH:21][C:16]3[O:17][CH2:18][CH2:19][O:20][C:15]=3[CH:14]=2)O)=[C:9]([CH3:23])[N:8]=[C:7]1[Si](C(C)(C)C)(C)C)(=[O:5])=[O:4].CC(C[AlH]CC(C)C)C.[C@H](O)(C([O-])=O)[C@@H](O)C([O-])=O.[Na+].[K+]. (6) Given the product [CH3:1][C:2]([C:5]1[CH:9]=[C:8]([C:10]([NH:15][C:16]2[CH:17]=[C:18]([CH:24]=[CH:25][CH:26]=2)[C:19]([O:21][CH2:22][CH3:23])=[O:20])=[O:11])[N:7]([CH2:13][CH3:14])[N:6]=1)([CH3:4])[CH3:3], predict the reactants needed to synthesize it. The reactants are: [CH3:1][C:2]([C:5]1[CH:9]=[C:8]([C:10](Cl)=[O:11])[N:7]([CH2:13][CH3:14])[N:6]=1)([CH3:4])[CH3:3].[NH2:15][C:16]1[CH:17]=[C:18]([CH:24]=[CH:25][CH:26]=1)[C:19]([O:21][CH2:22][CH3:23])=[O:20].C(N(CC)CC)C. (7) Given the product [I:5][C:6]1[C:14]([CH3:15])=[CH:13][CH:12]=[CH:11][C:7]=1[CH2:8][OH:9], predict the reactants needed to synthesize it. The reactants are: S(Cl)(Cl)=O.[I:5][C:6]1[C:14]([CH3:15])=[CH:13][CH:12]=[CH:11][C:7]=1[C:8](O)=[O:9].[BH4-].[Na+].[H-].[H-].[H-].[H-].[Li+].[Al+3]. (8) The reactants are: Br[C:2]1[CH:7]=[CH:6][C:5]([C:8]2([C:11]([O:13][C:14]([CH3:17])([CH3:16])[CH3:15])=[O:12])[CH2:10][CH2:9]2)=[CH:4][CH:3]=1.[O:18]=[C:19]1[CH2:23][CH2:22][CH2:21][NH:20]1.[C@@H]1(N)CCCC[C@H]1N.C(=O)([O-])[O-].[K+].[K+]. Given the product [O:18]=[C:19]1[CH2:23][CH2:22][CH2:21][N:20]1[C:2]1[CH:7]=[CH:6][C:5]([C:8]2([C:11]([O:13][C:14]([CH3:17])([CH3:16])[CH3:15])=[O:12])[CH2:10][CH2:9]2)=[CH:4][CH:3]=1, predict the reactants needed to synthesize it.